This data is from NCI-60 drug combinations with 297,098 pairs across 59 cell lines. The task is: Regression. Given two drug SMILES strings and cell line genomic features, predict the synergy score measuring deviation from expected non-interaction effect. (1) Drug 1: C1=CC(=CC=C1C#N)C(C2=CC=C(C=C2)C#N)N3C=NC=N3. Drug 2: C1=NC(=NC(=O)N1C2C(C(C(O2)CO)O)O)N. Cell line: EKVX. Synergy scores: CSS=-0.755, Synergy_ZIP=-1.99, Synergy_Bliss=-6.58, Synergy_Loewe=-9.14, Synergy_HSA=-5.49. (2) Drug 1: CN1CCC(CC1)COC2=C(C=C3C(=C2)N=CN=C3NC4=C(C=C(C=C4)Br)F)OC. Drug 2: C1=C(C(=O)NC(=O)N1)N(CCCl)CCCl. Cell line: BT-549. Synergy scores: CSS=30.1, Synergy_ZIP=5.81, Synergy_Bliss=6.25, Synergy_Loewe=1.67, Synergy_HSA=4.36.